From a dataset of Catalyst prediction with 721,799 reactions and 888 catalyst types from USPTO. Predict which catalyst facilitates the given reaction. Reactant: [Cl:1][C:2]1[C:3]2[C:10]([I:11])=[CH:9][NH:8][C:4]=2[N:5]=[CH:6][N:7]=1.[C:12]([O-])([O-])=O.[Cs+].[Cs+].CI. Product: [Cl:1][C:2]1[C:3]2[C:10]([I:11])=[CH:9][N:8]([CH3:12])[C:4]=2[N:5]=[CH:6][N:7]=1. The catalyst class is: 3.